This data is from Forward reaction prediction with 1.9M reactions from USPTO patents (1976-2016). The task is: Predict the product of the given reaction. Given the reactants C([N:8]1[CH2:13][C:12]([C:14]2[C:23]3[C:18](=[CH:19][CH:20]=[CH:21][CH:22]=3)[CH:17]=[CH:16][CH:15]=2)=[C:11]([C:24]#[N:25])[CH2:10][CH2:9]1)C1C=CC=CC=1.[Cl:26]C(OC(Cl)=O)C, predict the reaction product. The product is: [ClH:26].[C:14]1([C:12]2[CH2:13][NH:8][CH2:9][CH2:10][C:11]=2[C:24]#[N:25])[C:23]2[C:18](=[CH:19][CH:20]=[CH:21][CH:22]=2)[CH:17]=[CH:16][CH:15]=1.